From a dataset of TCR-epitope binding with 47,182 pairs between 192 epitopes and 23,139 TCRs. Binary Classification. Given a T-cell receptor sequence (or CDR3 region) and an epitope sequence, predict whether binding occurs between them. (1) The epitope is GTSGSPIVNR. The TCR CDR3 sequence is CASSKLTRGADKQYF. Result: 0 (the TCR does not bind to the epitope). (2) The epitope is MPASWVMRI. The TCR CDR3 sequence is CASSDSRTALNYGYTF. Result: 1 (the TCR binds to the epitope). (3) The epitope is FLYALALLL. The TCR CDR3 sequence is CASSLRDGGLNYGYTF. Result: 0 (the TCR does not bind to the epitope). (4) The epitope is QYDPVAALF. The TCR CDR3 sequence is CASSLLRWDEQFF. Result: 0 (the TCR does not bind to the epitope). (5) The epitope is SEVGPEHSLAEY. The TCR CDR3 sequence is CASSHRGQTSSGLCGNEQFF. Result: 0 (the TCR does not bind to the epitope). (6) The epitope is KLNVGDYFV. The TCR CDR3 sequence is CSAREAQLQFF. Result: 1 (the TCR binds to the epitope). (7) The TCR CDR3 sequence is CASTRQGLGQPQHF. Result: 0 (the TCR does not bind to the epitope). The epitope is EPLPQGQLTAY. (8) The epitope is AIMTRCLAV. The TCR CDR3 sequence is CASRSMETEAFF. Result: 0 (the TCR does not bind to the epitope).